From a dataset of hERG Central: cardiac toxicity at 1µM, 10µM, and general inhibition. Predict hERG channel inhibition at various concentrations. (1) The drug is COc1ccc(N2CCN(C(c3ccc4ncccc4c3)c3nnnn3C(C)(C)C)CC2)cc1. Results: hERG_inhib (hERG inhibition (general)): blocker. (2) The molecule is COc1ccc2c(c1)c(C(=O)N/N=C/c1ccc(Cl)cc1)c(C)n2C. Results: hERG_inhib (hERG inhibition (general)): blocker. (3) The compound is CC1(C)CCCC(C)(C)N1CC(O)COCCOc1ccc(Br)cc1.Cl. Results: hERG_inhib (hERG inhibition (general)): blocker. (4) The compound is Cc1ccc(-c2nc(CN3CCCCC3)cc(CN3CCCCC3)c2O)cc1.Cl. Results: hERG_inhib (hERG inhibition (general)): blocker. (5) The drug is Clc1ccccc1/C=C/C=N/Nc1nc(N2CCOCC2)nc(N2CCOCC2)n1. Results: hERG_inhib (hERG inhibition (general)): blocker.